The task is: Predict the product of the given reaction.. This data is from Forward reaction prediction with 1.9M reactions from USPTO patents (1976-2016). (1) Given the reactants [C:1]([C:3]1[C:7]2[C:8]([NH:12][CH:13]([CH3:15])[CH3:14])=[N:9][CH:10]=[CH:11][C:6]=2[N:5](CC2C=CC(OC)=CC=2)[N:4]=1)#[CH:2].IC1[C:30]2C(NC(C)C)=NC=[CH:34][C:29]=2[N:28](CC2C=CC(OC)=CC=2)[N:27]=1.C(#[N:50])C.C(N(CC)CC)C.C[Si](C#C)(C)C.CO.C(=O)([O-])[O-].[K+].[K+], predict the reaction product. The product is: [CH:13]([NH:12][C:8]1[C:7]2[C:3]([C:1]3[N:50]=[N:27][N:28]([CH:29]([CH3:34])[CH3:30])[CH:2]=3)=[N:4][NH:5][C:6]=2[CH:11]=[CH:10][N:9]=1)([CH3:14])[CH3:15]. (2) Given the reactants [NH:1]1[C:10]2[C:5](=[CH:6][CH:7]=[CH:8][CH:9]=2)[C:4](=O)[N:3]=[CH:2]1.N1C=CC(=O)N=C1.COC1C=CC(P2(SP(C3C=CC(OC)=CC=3)(=S)S2)=[S:28])=CC=1, predict the reaction product. The product is: [NH:1]1[C:10]2[C:5](=[CH:6][CH:7]=[CH:8][CH:9]=2)[C:4](=[S:28])[N:3]=[CH:2]1. (3) Given the reactants Br[C:2]1[S:6][C:5]([CH2:7][CH:8]([CH3:10])[CH3:9])=[N:4][CH:3]=1.C([Li])CCC.CCCCCC.C(O[B:26]1[O:30][C:29]([CH3:32])([CH3:31])[C:28]([CH3:34])([CH3:33])[O:27]1)(C)C, predict the reaction product. The product is: [CH2:7]([C:5]1[S:6][C:2]([B:26]2[O:30][C:29]([CH3:32])([CH3:31])[C:28]([CH3:34])([CH3:33])[O:27]2)=[CH:3][N:4]=1)[CH:8]([CH3:10])[CH3:9]. (4) Given the reactants Cl[C:2]1[N:7]=[C:6]([N:8]([CH3:13])[S:9]([CH3:12])(=[O:11])=[O:10])[C:5]([F:14])=[C:4]([NH:15][C:16]2[CH:20]=[C:19]([O:21][CH:22]([CH3:24])[CH3:23])[NH:18][N:17]=2)[N:3]=1.ClC1C(NC2C=C(OC)NN=2)=NC([NH:32][C@H:33]([C:35]2[N:40]=[CH:39][C:38]([F:41])=[CH:37][N:36]=2)[CH3:34])=NC=1.C(N(C(C)C)C(C)C)C, predict the reaction product. The product is: [F:14][C:5]1[C:6]([N:8]([CH3:13])[S:9]([CH3:12])(=[O:11])=[O:10])=[N:7][C:2]([NH:32][C@H:33]([C:35]2[N:40]=[CH:39][C:38]([F:41])=[CH:37][N:36]=2)[CH3:34])=[N:3][C:4]=1[NH:15][C:16]1[CH:20]=[C:19]([O:21][CH:22]([CH3:24])[CH3:23])[NH:18][N:17]=1.